From a dataset of Catalyst prediction with 721,799 reactions and 888 catalyst types from USPTO. Predict which catalyst facilitates the given reaction. (1) The catalyst class is: 19. Reactant: [CH3:1][O:2][C:3](=[O:34])[CH:4]([C:9]1[C:14]([CH3:15])=[CH:13][CH:12]=[C:11]([O:16]CC2C=CC=CC=2)[C:10]=1[C:24]1[CH:25]=[C:26]2[C:31](=[CH:32][CH:33]=1)[O:30][CH2:29][CH2:28][CH2:27]2)[O:5][CH2:6][CH2:7][CH3:8].C([O-])=O.[NH4+]. Product: [CH3:1][O:2][C:3](=[O:34])[CH:4]([C:9]1[C:14]([CH3:15])=[CH:13][CH:12]=[C:11]([OH:16])[C:10]=1[C:24]1[CH:25]=[C:26]2[C:31](=[CH:32][CH:33]=1)[O:30][CH2:29][CH2:28][CH2:27]2)[O:5][CH2:6][CH2:7][CH3:8]. (2) The catalyst class is: 2. Reactant: [Cl:1][C:2]1[CH:7]=[C:6]([Cl:8])[CH:5]=[CH:4][C:3]=1[CH:9]1[CH2:12][CH2:11][CH:10]1[NH2:13].C(N(CC)CC)C.[F:21][CH:22]([F:32])[C:23]1[C:27]([C:28](Cl)=[O:29])=[CH:26][N:25]([CH3:31])[N:24]=1. Product: [Cl:1][C:2]1[CH:7]=[C:6]([Cl:8])[CH:5]=[CH:4][C:3]=1[C@H:9]1[CH2:12][CH2:11][C@H:10]1[NH:13][C:28]([C:27]1[C:23]([CH:22]([F:32])[F:21])=[N:24][N:25]([CH3:31])[CH:26]=1)=[O:29].[Cl:1][C:2]1[CH:7]=[C:6]([Cl:8])[CH:5]=[CH:4][C:3]=1[C@@H:9]1[CH2:12][CH2:11][C@H:10]1[NH:13][C:28]([C:27]1[C:23]([CH:22]([F:32])[F:21])=[N:24][N:25]([CH3:31])[CH:26]=1)=[O:29]. (3) Reactant: CC1(C)[O:6][C@H:5]([CH2:7][O:8][C:9]2[CH:10]=[C:11]3[C:15](=[CH:16][CH:17]=2)[N:14]([CH3:18])[CH:13]=[C:12]3[C:19]2[N:27]([S:28]([C:31]3[CH:36]=[CH:35][C:34]([CH3:37])=[CH:33][CH:32]=3)(=[O:30])=[O:29])[C:22]3=[N:23][CH:24]=[CH:25][CH:26]=[C:21]3[CH:20]=2)[CH2:4][O:3]1.Cl. Product: [CH3:18][N:14]1[C:15]2[C:11](=[CH:10][C:9]([O:8][CH2:7][C@H:5]([OH:6])[CH2:4][OH:3])=[CH:17][CH:16]=2)[C:12]([C:19]2[N:27]([S:28]([C:31]3[CH:36]=[CH:35][C:34]([CH3:37])=[CH:33][CH:32]=3)(=[O:29])=[O:30])[C:22]3=[N:23][CH:24]=[CH:25][CH:26]=[C:21]3[CH:20]=2)=[CH:13]1. The catalyst class is: 5. (4) The catalyst class is: 1. Reactant: [C:1]12([O:10][C:9]3[CH:11]=[CH:12][CH:13]=[C:14]([C:15]([C@@H:17]4[CH2:22][CH2:21][CH2:20][N:19]([C:23]([O:25][C:26]([CH3:29])([CH3:28])[CH3:27])=[O:24])[CH2:18]4)=[O:16])[C:8]=3[O:7]1)[CH2:6][CH2:5][CH2:4][CH2:3][CH2:2]2. Product: [OH:16][C@@:15]([C@@H:17]1[CH2:22][CH2:21][CH2:20][N:19]([C:23]([O:25][C:26]([CH3:29])([CH3:28])[CH3:27])=[O:24])[CH2:18]1)([C:14]1[C:8]2[O:7][C:1]3([CH2:2][CH2:3][CH2:4][CH2:5][CH2:6]3)[O:10][C:9]=2[CH:11]=[CH:12][CH:13]=1)[CH2:4][CH2:3][CH2:2][CH2:1][O:7][CH3:8]. (5) Reactant: [O:1]1[CH2:6][CH2:5][N:4]([C:7]2[C:8]([CH2:13]O)=[N:9][CH:10]=[CH:11][CH:12]=2)[CH2:3][CH2:2]1.CC1C=CC(S([Cl:25])(=O)=O)=CC=1.[NH4+].[Cl-]. Product: [Cl:25][CH2:13][C:8]1[C:7]([N:4]2[CH2:5][CH2:6][O:1][CH2:2][CH2:3]2)=[CH:12][CH:11]=[CH:10][N:9]=1. The catalyst class is: 64. (6) Reactant: [N+:1]([C:4]1[CH:10]=[CH:9][C:7]([NH2:8])=[CH:6][CH:5]=1)([O-:3])=[O:2].[N:11]([O-])=O.[Na+].[CH2:15]([O:17][C:18]1[CH:24]=[CH:23][C:22]([O:25][CH2:26][CH3:27])=[CH:21][C:19]=1[NH2:20])[CH3:16]. Product: [CH2:26]([O:25][C:22]1[CH:21]=[C:19]([N:20]=[N:8][C:7]2[CH:9]=[CH:10][C:4]([N+:1]([O-:3])=[O:2])=[CH:5][CH:6]=2)[C:18]([O:17][CH2:15][CH3:16])=[CH:24][C:23]=1[NH2:11])[CH3:27]. The catalyst class is: 223. (7) Reactant: [CH3:1][C:2]1[CH:25]=[CH:24][CH:23]=[C:22]([CH3:26])[C:3]=1[CH2:4][O:5][C:6]1[CH:15]=[C:14]2[C:9]([C:10]([OH:21])=[CH:11][C:12]([C:16]([O:18][CH2:19][CH3:20])=[O:17])=[CH:13]2)=[CH:8][CH:7]=1.[O:27](S(C(F)(F)F)(=O)=O)[S:28]([C:31]([F:34])([F:33])[F:32])(=O)=[O:29]. Product: [CH3:26][C:22]1[CH:23]=[CH:24][CH:25]=[C:2]([CH3:1])[C:3]=1[CH2:4][O:5][C:6]1[CH:15]=[C:14]2[C:9]([C:10]([O:21][S:28]([C:31]([F:34])([F:33])[F:32])(=[O:29])=[O:27])=[CH:11][C:12]([C:16]([O:18][CH2:19][CH3:20])=[O:17])=[CH:13]2)=[CH:8][CH:7]=1. The catalyst class is: 17. (8) Reactant: [OH:1][C@@H:2]([CH3:23])[C:3]([NH:5][CH:6]1[C:12](=[O:13])[N:11]([CH3:14])[C:10]2[CH:15]=[CH:16][CH:17]=[CH:18][C:9]=2[C:8]2[CH:19]=[CH:20][CH:21]=[CH:22][C:7]1=2)=[O:4].ClC(OC1C=CC([N+]([O-])=O)=CC=1)=[O:26].[CH2:37]([N:39]([CH2:42]C)CC)[CH3:38].Cl.C(N)C. Product: [CH3:14][N:11]1[C:12](=[O:13])[CH:6]([NH:5][C:3]([C@@H:2]([O:1][C:42](=[O:26])[NH:39][CH2:37][CH3:38])[CH3:23])=[O:4])[C:7]2[CH:22]=[CH:21][CH:20]=[CH:19][C:8]=2[C:9]2[CH:18]=[CH:17][CH:16]=[CH:15][C:10]1=2. The catalyst class is: 11. (9) Product: [F:33][C:22]([F:32])([F:21])[S:23]([NH:26][CH2:27][CH2:28][CH2:29][CH2:30][N:31]1[C:5](=[O:6])[C:7]2[N:12]3[C:13](=[CH:14][N:15]=[C:11]3[CH:10]=[CH:9][CH:8]=2)[CH2:34]1)(=[O:24])=[O:25]. Reactant: [I-].C(O[C:5]([C:7]1[N:12]2[CH:13]=[CH:14][N:15]=[C:11]2[C:10](C[N+](C)(C)C)=[CH:9][CH:8]=1)=[O:6])C.[F:21][C:22]([F:33])([F:32])[S:23]([NH:26][CH2:27][CH2:28][CH2:29][CH2:30][NH2:31])(=[O:25])=[O:24].[CH2:34](N(CC)CC)C. The catalyst class is: 10. (10) Reactant: [OH:1][C:2]1[CH:3]=[CH:4][C:5]([O:17][CH2:18][C:19]2[CH:24]=[CH:23][CH:22]=[CH:21][CH:20]=2)=[C:6]([CH:16]=1)[C:7]([NH:9][C:10]1[CH:11]=[N:12][CH:13]=[CH:14][CH:15]=1)=[O:8].[H-].[Na+].CC1C=CC(S(O[CH2:38][CH2:39][N:40]([C:42]([O:44][C:45]([CH3:48])([CH3:47])[CH3:46])=[O:43])[CH3:41])(=O)=O)=CC=1.O. Product: [CH3:41][N:40]([CH2:39][CH2:38][O:1][C:2]1[CH:3]=[CH:4][C:5]([O:17][CH2:18][C:19]2[CH:20]=[CH:21][CH:22]=[CH:23][CH:24]=2)=[C:6]([C:7]([NH:9][C:10]2[CH:11]=[N:12][CH:13]=[CH:14][CH:15]=2)=[O:8])[CH:16]=1)[C:42](=[O:43])[O:44][C:45]([CH3:46])([CH3:48])[CH3:47]. The catalyst class is: 16.